Dataset: Full USPTO retrosynthesis dataset with 1.9M reactions from patents (1976-2016). Task: Predict the reactants needed to synthesize the given product. (1) Given the product [CH3:1][O:2][C:3]1[CH:4]=[CH:5][C:6]([S:9]([N:12]([CH2:25][C:26]2[CH:27]=[N:28][CH:29]=[CH:30][CH:31]=2)[C@@H:13]([CH2:21][C:22]([F:24])=[CH2:23])[C:14]([OH:16])=[O:15])(=[O:10])=[O:11])=[CH:7][CH:8]=1, predict the reactants needed to synthesize it. The reactants are: [CH3:1][O:2][C:3]1[CH:8]=[CH:7][C:6]([S:9]([N:12]([CH2:25][C:26]2[CH:27]=[N:28][CH:29]=[CH:30][CH:31]=2)[C@@H:13]([CH2:21][C:22]([F:24])=[CH2:23])[C:14]([O:16]C(C)(C)C)=[O:15])(=[O:11])=[O:10])=[CH:5][CH:4]=1.FC(F)(F)C(O)=O. (2) The reactants are: [F:1][C:2]1[CH:7]=[CH:6][CH:5]=[C:4]([CH:8]=O)[C:3]=1[N:10]1[CH:14]=[C:13]([C:15]([O:17][CH2:18][CH3:19])=[O:16])[C:12]([CH3:20])=[N:11]1.[NH:21]1[CH2:26][CH2:25][O:24][CH2:23][CH2:22]1. Given the product [F:1][C:2]1[CH:7]=[CH:6][CH:5]=[C:4]([CH2:8][N:21]2[CH2:26][CH2:25][O:24][CH2:23][CH2:22]2)[C:3]=1[N:10]1[CH:14]=[C:13]([C:15]([O:17][CH2:18][CH3:19])=[O:16])[C:12]([CH3:20])=[N:11]1, predict the reactants needed to synthesize it. (3) Given the product [C:1]1([N:7]2[C:11]3[CH:12]=[CH:13][CH:14]=[CH:15][C:10]=3[N:9]=[C:8]2[C@@H:16]([NH:18][C:20]2[C:21]3[NH:28][CH:27]=[CH:26][C:22]=3[N:23]=[CH:24][N:25]=2)[CH3:17])[CH:2]=[CH:3][CH:4]=[CH:5][CH:6]=1, predict the reactants needed to synthesize it. The reactants are: [C:1]1([N:7]2[C:11]3[CH:12]=[CH:13][CH:14]=[CH:15][C:10]=3[N:9]=[C:8]2[C@@H:16]([NH2:18])[CH3:17])[CH:6]=[CH:5][CH:4]=[CH:3][CH:2]=1.Cl[C:20]1[C:21]2[NH:28][CH:27]=[CH:26][C:22]=2[N:23]=[CH:24][N:25]=1.C(N(C(C)C)C(C)C)C. (4) Given the product [Br:14][C:15]1[CH:16]=[C:17]([F:23])[C:18]([O:22][CH2:5][C:4]2[CH:7]=[CH:8][C:9]([C:10]([F:13])([F:12])[F:11])=[C:2]([Cl:1])[CH:3]=2)=[CH:19][C:20]=1[F:21], predict the reactants needed to synthesize it. The reactants are: [Cl:1][C:2]1[CH:3]=[C:4]([CH:7]=[CH:8][C:9]=1[C:10]([F:13])([F:12])[F:11])[CH2:5]Br.[Br:14][C:15]1[C:20]([F:21])=[CH:19][C:18]([OH:22])=[C:17]([F:23])[CH:16]=1.C(=O)([O-])[O-].[K+].[K+].